Task: Predict the reactants needed to synthesize the given product.. Dataset: Full USPTO retrosynthesis dataset with 1.9M reactions from patents (1976-2016) (1) Given the product [Cl:21][C:22]1[CH:27]=[CH:26][C:25]([C:2]2[C:7]3=[N:8][C:9]([C:12]([NH:14][CH:15]([C:17]([OH:20])([CH3:19])[CH3:18])[CH3:16])=[O:13])=[CH:10][N:11]=[C:6]3[CH:5]=[N:4][CH:3]=2)=[CH:24][C:23]=1[F:31], predict the reactants needed to synthesize it. The reactants are: Br[C:2]1[C:7]2=[N:8][C:9]([C:12]([NH:14][CH:15]([C:17]([OH:20])([CH3:19])[CH3:18])[CH3:16])=[O:13])=[CH:10][N:11]=[C:6]2[CH:5]=[N:4][CH:3]=1.[Cl:21][C:22]1[CH:27]=[CH:26][C:25](B(O)O)=[CH:24][C:23]=1[F:31].C(=O)([O-])[O-].[Cs+].[Cs+].O1CCOCC1. (2) Given the product [Cl:1][C:2]1[C:3]([C:30]([OH:31])([CH3:32])[CH3:21])=[N:4][CH:5]=[C:6]([CH2:8][O:9][Si:10]([C:13]([CH3:16])([CH3:15])[CH3:14])([CH3:11])[CH3:12])[CH:7]=1, predict the reactants needed to synthesize it. The reactants are: [Cl:1][C:2]1[C:3](C(OC)=O)=[N:4][CH:5]=[C:6]([CH2:8][O:9][Si:10]([C:13]([CH3:16])([CH3:15])[CH3:14])([CH3:12])[CH3:11])[CH:7]=1.[CH3:21][Mg]Br.[NH4+].[Cl-].O.CCO[C:30]([CH3:32])=[O:31]. (3) Given the product [CH2:33]([O:6][C:5](=[O:7])[C:4]1[CH:8]=[CH:9][CH:10]=[C:11]([CH2:12][CH:13]([NH:27][C:28](=[O:31])[CH2:29][CH3:30])[B:14]2[O:22][CH:21]3[C:16]([CH3:26])([CH:17]4[CH2:23][CH:19]([CH2:20]3)[C:18]4([CH3:25])[CH3:24])[O:15]2)[C:3]=1[O:2][CH3:1])[CH3:34], predict the reactants needed to synthesize it. The reactants are: [CH3:1][O:2][C:3]1[C:11]([CH2:12][CH:13]([NH:27][C:28](=[O:31])[CH2:29][CH3:30])[B:14]2[O:22][CH:21]3[C:16]([CH3:26])([CH:17]4[CH2:23][CH:19]([CH2:20]3)[C:18]4([CH3:25])[CH3:24])[O:15]2)=[CH:10][CH:9]=[CH:8][C:4]=1[C:5]([OH:7])=[O:6].I[CH2:33][CH3:34]. (4) Given the product [F:26][C:27]1[CH:28]=[C:29]([C:2]2[CH:7]=[CH:6][N:5]=[CH:4][C:3]=2[N:8]([CH3:25])[C:9](=[O:24])[C:10]2[CH:15]=[C:14]([C:16]([F:19])([F:18])[F:17])[CH:13]=[C:12]([C:20]([F:23])([F:22])[F:21])[CH:11]=2)[C:30]([O:33][CH3:34])=[N:31][CH:32]=1, predict the reactants needed to synthesize it. The reactants are: Br[C:2]1[CH:7]=[CH:6][N:5]=[CH:4][C:3]=1[N:8]([CH3:25])[C:9](=[O:24])[C:10]1[CH:15]=[C:14]([C:16]([F:19])([F:18])[F:17])[CH:13]=[C:12]([C:20]([F:23])([F:22])[F:21])[CH:11]=1.[F:26][C:27]1[CH:28]=[C:29](B(O)O)[C:30]([O:33][CH3:34])=[N:31][CH:32]=1. (5) Given the product [CH3:33][C@@H:30]1[O:29][C:28]([C:25]2[NH:24][C:23]([C:21]3[CH:22]=[C:6]([CH:7]=[C:8]([O:9][C:10]4[CH:15]=[N:14][C:13]([S:16]([CH3:19])(=[O:17])=[O:18])=[CH:12][CH:11]=4)[CH:20]=3)[O:5][C@@H:4]([CH3:34])[CH2:3][OH:2])=[CH:27][CH:26]=2)=[N:32][CH2:31]1, predict the reactants needed to synthesize it. The reactants are: C[O:2][CH2:3][C@H:4]([CH3:34])[O:5][C:6]1[CH:7]=[C:8]([CH:20]=[C:21]([C:23]2[NH:24][C:25]([C:28]3[O:29][C@@H:30]([CH3:33])[CH2:31][N:32]=3)=[CH:26][CH:27]=2)[CH:22]=1)[O:9][C:10]1[CH:11]=[CH:12][C:13]([S:16]([CH3:19])(=[O:18])=[O:17])=[N:14][CH:15]=1.B(Br)(Br)Br.[Cl-].[NH4+].